This data is from Forward reaction prediction with 1.9M reactions from USPTO patents (1976-2016). The task is: Predict the product of the given reaction. (1) Given the reactants [CH2:1]([NH:8][C:9]1[C:14]([C:15]([F:18])([F:17])[F:16])=[CH:13][CH:12]=[CH:11][N:10]=1)[C:2]1[CH:7]=[CH:6][CH:5]=[CH:4][CH:3]=1.Cl[S:20]([C:23]1[CH:31]=[CH:30][C:26]([C:27]([OH:29])=[O:28])=[CH:25][CH:24]=1)(=[O:22])=[O:21], predict the reaction product. The product is: [CH2:1]([N:8]([C:9]1[C:14]([C:15]([F:18])([F:16])[F:17])=[CH:13][CH:12]=[CH:11][N:10]=1)[S:20]([C:23]1[CH:24]=[CH:25][C:26]([C:27]([OH:29])=[O:28])=[CH:30][CH:31]=1)(=[O:22])=[O:21])[C:2]1[CH:3]=[CH:4][CH:5]=[CH:6][CH:7]=1. (2) Given the reactants I[C:2]1[CH:11]=[C:10]2[C:5]([CH:6]=[C:7]([C:16]([O:18][CH2:19][CH3:20])=[O:17])[CH:8]([C:12]([F:15])([F:14])[F:13])[O:9]2)=[CH:4][CH:3]=1.[CH3:21][CH:22]([CH3:25])[CH:23]=[CH2:24], predict the reaction product. The product is: [CH3:21][CH:22]([CH3:25])[CH2:23][CH2:24][C:2]1[CH:11]=[C:10]2[C:5]([CH:6]=[C:7]([C:16]([O:18][CH2:19][CH3:20])=[O:17])[CH:8]([C:12]([F:15])([F:14])[F:13])[O:9]2)=[CH:4][CH:3]=1.